From a dataset of CYP2D6 inhibition data for predicting drug metabolism from PubChem BioAssay. Regression/Classification. Given a drug SMILES string, predict its absorption, distribution, metabolism, or excretion properties. Task type varies by dataset: regression for continuous measurements (e.g., permeability, clearance, half-life) or binary classification for categorical outcomes (e.g., BBB penetration, CYP inhibition). Dataset: cyp2d6_veith. (1) The drug is COc1ccc(NC(=O)COc2ccc(CNCCCN3CCOCC3)cc2OC)cc1.Cl. The result is 0 (non-inhibitor). (2) The drug is O=C(O)C(Cc1ccccc1)Cc1ccccc1. The result is 0 (non-inhibitor). (3) The compound is N#C/C(=N\[O-])c1nc(-c2ccccc2)cs1.[K+]. The result is 0 (non-inhibitor). (4) The result is 0 (non-inhibitor). The drug is CC(C)C(NC(=O)C1CCCCC1)C(=O)NCc1ccccn1. (5) The molecule is COC(=O)N1CCC2(CC1)CCN(c1ncccn1)CC2. The result is 0 (non-inhibitor). (6) The molecule is COCCNC(=O)c1onc(CSc2cccc(Cl)c2)c1C(=O)O. The result is 0 (non-inhibitor). (7) The compound is O=C(c1csnn1)N1CCC2(CCCN(c3ncccn3)C2)CC1. The result is 1 (inhibitor). (8) The drug is C/C(CC(=O)NCc1ccco1)=N\NC(=O)Cc1ccccc1. The result is 0 (non-inhibitor). (9) The molecule is COc1ccc(C(=O)N2CCC[C@@]3(CCN(Cc4ccccc4OC)C3)C2)cc1. The result is 1 (inhibitor).